Dataset: NCI-60 drug combinations with 297,098 pairs across 59 cell lines. Task: Regression. Given two drug SMILES strings and cell line genomic features, predict the synergy score measuring deviation from expected non-interaction effect. (1) Drug 1: CC=C1C(=O)NC(C(=O)OC2CC(=O)NC(C(=O)NC(CSSCCC=C2)C(=O)N1)C(C)C)C(C)C. Drug 2: CCC1(CC2CC(C3=C(CCN(C2)C1)C4=CC=CC=C4N3)(C5=C(C=C6C(=C5)C78CCN9C7C(C=CC9)(C(C(C8N6C)(C(=O)OC)O)OC(=O)C)CC)OC)C(=O)OC)O.OS(=O)(=O)O. Cell line: SF-539. Synergy scores: CSS=21.9, Synergy_ZIP=-7.12, Synergy_Bliss=-2.19, Synergy_Loewe=-5.63, Synergy_HSA=-1.98. (2) Drug 1: CN1C(=O)N2C=NC(=C2N=N1)C(=O)N. Drug 2: C1=CC=C(C=C1)NC(=O)CCCCCCC(=O)NO. Cell line: NCI-H226. Synergy scores: CSS=-3.06, Synergy_ZIP=-0.0722, Synergy_Bliss=-2.75, Synergy_Loewe=-8.18, Synergy_HSA=-4.81.